This data is from Reaction yield outcomes from USPTO patents with 853,638 reactions. The task is: Predict the reaction yield, written as a fraction of the theoretical maximum amount of product (1.0 means a 100% yield; for example, 0.34 means a 34% yield). (1) The reactants are [OH:1][C:2]1[N:3]=[CH:4][C:5]2[C:10]([CH:11]=1)=[CH:9][CH:8]=[CH:7][CH:6]=2.[Br:12][C:13]1[C:14]([O:23][CH3:24])=[C:15]([O:21][CH3:22])[CH:16]=[C:17]([CH:20]=1)[CH:18]=O.[C:25](#[N:29])[CH2:26][C:27]#[N:28].C1N2CCN(CC2)C1. The catalyst is C(O)C.O. The product is [NH2:29][C:25]1[O:1][C:2]2[N:3]=[CH:4][C:5]3[C:10]([C:11]=2[CH:18]([C:17]2[CH:16]=[C:15]([O:21][CH3:22])[C:14]([O:23][CH3:24])=[C:13]([Br:12])[CH:20]=2)[C:26]=1[C:27]#[N:28])=[CH:9][CH:8]=[CH:7][CH:6]=3. The yield is 0.700. (2) The reactants are [NH2:1][C:2]1[S:6][C:5]2[CH2:7][CH2:8][CH2:9][CH2:10][C:4]=2[C:3]=1[C:11]([C:13]1[CH:18]=[CH:17][CH:16]=[C:15]([C:19]([F:22])([F:21])[F:20])[CH:14]=1)=O.[C:23]([O:30][CH3:31])(=[O:29])[CH2:24][CH2:25][C:26]([CH3:28])=O.Cl[Si](C)(C)C. The catalyst is CN(C=O)C. The product is [CH3:28][C:26]1[N:1]=[C:2]2[S:6][C:5]3[CH2:7][CH2:8][CH2:9][CH2:10][C:4]=3[C:3]2=[C:11]([C:13]2[CH:18]=[CH:17][CH:16]=[C:15]([C:19]([F:22])([F:21])[F:20])[CH:14]=2)[C:25]=1[CH2:24][C:23]([O:30][CH3:31])=[O:29]. The yield is 0.620.